Task: Predict the product of the given reaction.. Dataset: Forward reaction prediction with 1.9M reactions from USPTO patents (1976-2016) (1) Given the reactants [Br:1][C:2]1[CH:3]=[C:4]2[N:10]=[C:9]([C:11]3[CH:16]=[CH:15][C:14]([O:17][CH2:18][CH2:19][CH2:20]Cl)=[CH:13][CH:12]=3)[NH:8][C:5]2=[N:6][CH:7]=1.[NH:22]1[CH2:27][CH2:26][CH2:25][CH2:24][CH2:23]1, predict the reaction product. The product is: [Br:1][C:2]1[CH:3]=[C:4]2[N:10]=[C:9]([C:11]3[CH:16]=[CH:15][C:14]([O:17][CH2:18][CH2:19][CH2:20][N:22]4[CH2:27][CH2:26][CH2:25][CH2:24][CH2:23]4)=[CH:13][CH:12]=3)[NH:8][C:5]2=[N:6][CH:7]=1. (2) Given the reactants [NH2:1][CH2:2][C:3]1[CH:8]=[CH:7][C:6]([N+:9]([O-:11])=[O:10])=[CH:5][C:4]=1[NH2:12].C(N(CC)CC)C.Br[CH2:21][C:22]([O:24][C:25]([CH3:28])([CH3:27])[CH3:26])=[O:23], predict the reaction product. The product is: [C:25]([O:24][C:22](=[O:23])[CH2:21][NH:1][CH2:2][C:3]1[CH:8]=[CH:7][C:6]([N+:9]([O-:11])=[O:10])=[CH:5][C:4]=1[NH2:12])([CH3:28])([CH3:27])[CH3:26]. (3) Given the reactants [C:1]([N:9]=[C:10]=[S:11])(=[O:8])[C:2]1[CH:7]=[CH:6][CH:5]=[CH:4][CH:3]=1.[NH2:12][C:13]1[CH:14]=[C:15]([CH:19]=[C:20]([O:22][CH3:23])[CH:21]=1)[C:16]([OH:18])=[O:17], predict the reaction product. The product is: [C:1]([NH:9][C:10]([NH:12][C:13]1[CH:14]=[C:15]([CH:19]=[C:20]([O:22][CH3:23])[CH:21]=1)[C:16]([OH:18])=[O:17])=[S:11])(=[O:8])[C:2]1[CH:7]=[CH:6][CH:5]=[CH:4][CH:3]=1. (4) Given the reactants C([N-]C(C)C)(C)C.[Li+].CC(C)([O-])C.[K+].[CH3:15][O:16][C:17]1[CH:18]=[C:19]2[C:24](=[CH:25][C:26]=1[O:27][CH3:28])[N:23]=[CH:22][CH:21]=[C:20]2[CH3:29].[C:30](=[O:32])=[O:31].Cl.N1C=CC=CC=1, predict the reaction product. The product is: [CH3:15][O:16][C:17]1[CH:18]=[C:19]2[C:24](=[CH:25][C:26]=1[O:27][CH3:28])[N:23]=[CH:22][CH:21]=[C:20]2[CH2:29][C:30]([OH:32])=[O:31]. (5) Given the reactants [CH3:1][C:2]1[CH:7]=[CH:6][CH:5]=[CH:4][C:3]=1[NH:8][C:9]1[N:14]2[N:15]=[CH:16][C:17]([C:18](O)=[O:19])=[C:13]2[N:12]=[CH:11][C:10]=1[C:21]([N:23]1[CH2:28][CH2:27][CH:26]([C:29]2[CH:34]=[CH:33][CH:32]=[CH:31][CH:30]=2)[CH2:25][CH2:24]1)=[O:22].[F:35][C:36]([F:43])([F:42])[CH2:37][S:38]([NH2:41])(=[O:40])=[O:39], predict the reaction product. The product is: [CH3:1][C:2]1[CH:7]=[CH:6][CH:5]=[CH:4][C:3]=1[NH:8][C:9]1[N:14]2[N:15]=[CH:16][C:17]([C:18]([NH:41][S:38]([CH2:37][C:36]([F:43])([F:42])[F:35])(=[O:40])=[O:39])=[O:19])=[C:13]2[N:12]=[CH:11][C:10]=1[C:21]([N:23]1[CH2:24][CH2:25][CH:26]([C:29]2[CH:34]=[CH:33][CH:32]=[CH:31][CH:30]=2)[CH2:27][CH2:28]1)=[O:22].